Task: Predict the product of the given reaction.. Dataset: Forward reaction prediction with 1.9M reactions from USPTO patents (1976-2016) (1) Given the reactants [CH2:1]([CH:3]1[CH2:12][C:11]2[C:6](=[CH:7][CH:8]=[C:9]([O:13][CH3:14])[CH:10]=2)[C:5](=[O:15])[CH:4]1[C:16]1[CH:21]=[CH:20][CH:19]=[CH:18][CH:17]=1)[CH3:2].ClC1C(=O)C(C#N)=[C:26](C#N)[C:27](=[O:30])C=1Cl, predict the reaction product. The product is: [C:27]([O:15][C:5]1[C:6]2[C:11](=[CH:10][C:9]([O:13][CH3:14])=[CH:8][CH:7]=2)[CH:12]=[C:3]([CH2:1][CH3:2])[C:4]=1[C:16]1[CH:17]=[CH:18][CH:19]=[CH:20][CH:21]=1)(=[O:30])[CH3:26]. (2) Given the reactants S(Cl)(Cl)=O.F[C:6]1[CH:14]=[CH:13][C:9]([C:10]([OH:12])=[O:11])=[C:8]([CH3:15])[CH:7]=1.[CH3:16][S-:17].[Na+], predict the reaction product. The product is: [CH3:15][C:8]1[CH:7]=[C:6]([S:17][CH3:16])[CH:14]=[CH:13][C:9]=1[C:10]([OH:12])=[O:11].